This data is from Reaction yield outcomes from USPTO patents with 853,638 reactions. The task is: Predict the reaction yield, written as a fraction of the theoretical maximum amount of product (1.0 means a 100% yield; for example, 0.34 means a 34% yield). (1) The reactants are Br[C:2]1[CH:3]=[C:4]2[N:10]=[CH:9][N:8]([CH2:11][C:12]3[CH:28]=[CH:27][C:15]4[N:16]=[C:17]([NH:19][C@@H:20]5[CH2:25][CH2:24][CH2:23][CH2:22][C@H:21]5[OH:26])[S:18][C:14]=4[CH:13]=3)[C:5]2=[N:6][CH:7]=1.[N:29]1[CH:34]=[CH:33][CH:32]=[C:31](B(O)O)[CH:30]=1.C([O-])([O-])=O.[Na+].[Na+]. The catalyst is C1(C=CC=CC=1)[P](C1C=CC=CC=1)(C1C=CC=CC=1)[Pd][P](C1C=CC=CC=1)(C1C=CC=CC=1)C1C=CC=CC=1.COCCOC. The product is [N:29]1[CH:34]=[CH:33][CH:32]=[C:31]([C:2]2[CH:3]=[C:4]3[N:10]=[CH:9][N:8]([CH2:11][C:12]4[CH:28]=[CH:27][C:15]5[N:16]=[C:17]([NH:19][C@@H:20]6[CH2:25][CH2:24][CH2:23][CH2:22][C@H:21]6[OH:26])[S:18][C:14]=5[CH:13]=4)[C:5]3=[N:6][CH:7]=2)[CH:30]=1. The yield is 0.310. (2) The yield is 0.290. The product is [ClH:1].[Cl:1][C:2]1[CH:16]=[CH:15][C:5]([CH2:6][O:7][C:8]2[CH:13]=[CH:12][N:11]([C:19]3[CH:20]=[CH:21][C:22]4[C:23]5[CH2:33][CH2:32][NH:31][CH2:30][CH2:29][C:24]=5[N:25]([CH3:28])[C:26]=4[CH:27]=3)[C:10](=[O:14])[CH:9]=2)=[C:4]([F:17])[CH:3]=1. The reactants are [Cl:1][C:2]1[CH:16]=[CH:15][C:5]([CH2:6][O:7][C:8]2[CH:13]=[CH:12][NH:11][C:10](=[O:14])[CH:9]=2)=[C:4]([F:17])[CH:3]=1.Br[C:19]1[CH:20]=[CH:21][C:22]2[C:23]3[CH2:33][CH2:32][N:31](C(OC(C)(C)C)=O)[CH2:30][CH2:29][C:24]=3[N:25]([CH3:28])[C:26]=2[CH:27]=1.OC1C=CC=C2C=1N=CC=C2.C([O-])([O-])=O.[Cs+].[Cs+].Cl. The catalyst is CS(C)=O.CCOCC.C(Cl)Cl.[Cu]I. (3) The product is [C:23]([N:26]1[C:35]2[C:30](=[CH:31][C:32]([C:2]3[CH:7]=[CH:6][C:5]([CH2:8][N:9]4[CH2:14][CH2:13][N:12]([C:15]([O:17][C:18]([CH3:21])([CH3:20])[CH3:19])=[O:16])[CH2:11][C:10]4=[O:22])=[CH:4][CH:3]=3)=[CH:33][CH:34]=2)[C@H:29]([NH:45][C:46]([O:47][CH:48]([CH3:50])[CH3:49])=[O:51])[CH2:28][C@@H:27]1[CH3:52])(=[O:25])[CH3:24]. The reactants are Br[C:2]1[CH:7]=[CH:6][C:5]([CH2:8][N:9]2[CH2:14][CH2:13][N:12]([C:15]([O:17][C:18]([CH3:21])([CH3:20])[CH3:19])=[O:16])[CH2:11][C:10]2=[O:22])=[CH:4][CH:3]=1.[C:23]([N:26]1[C:35]2[C:30](=[CH:31][C:32](B3OC(C)(C)C(C)(C)O3)=[CH:33][CH:34]=2)[C@H:29]([NH:45][C:46](=[O:51])[O:47][CH:48]([CH3:50])[CH3:49])[CH2:28][C@@H:27]1[CH3:52])(=[O:25])[CH3:24].C(=O)([O-])[O-].[K+].[K+].O1CCOCC1. The yield is 1.04. The catalyst is C1C=CC(P(C2C=CC=CC=2)[C-]2C=CC=C2)=CC=1.C1C=CC(P(C2C=CC=CC=2)[C-]2C=CC=C2)=CC=1.Cl[Pd]Cl.[Fe+2].O. (4) The reactants are [CH3:1][C:2]([CH3:21])([CH3:20])[O:3][C:4](=[O:19])[NH:5][CH2:6][C:7](=[O:18])[NH:8][C@H:9]([C:14](OC)=[O:15])[CH2:10][CH2:11][S:12][CH3:13].[NH2:22][OH:23]. The catalyst is O1CCOCC1. The product is [OH:23][NH:22][C:14](=[O:15])[C@@H:9]([NH:8][C:7](=[O:18])[CH2:6][NH:5][C:4](=[O:19])[O:3][C:2]([CH3:21])([CH3:20])[CH3:1])[CH2:10][CH2:11][S:12][CH3:13]. The yield is 0.280. (5) The reactants are Cl[C:2]1[CH:3]=[CH:4][C:5]2[O:14][CH2:13][CH2:12][C:11]3[CH:10]=[C:9]([C:15]4[N:16]([C:20]5[CH:25]=[CH:24][C:23]([F:26])=[CH:22][C:21]=5[F:27])[N:17]=[CH:18][N:19]=4)[S:8][C:7]=3[C:6]=2[N:28]=1.C([O-])([O-])=O.[Cs+].[Cs+].[CH3:35][N:36]1[CH:40]=[C:39](B2OC(C)(C)C(C)(C)O2)[CH:38]=[N:37]1. The product is [F:27][C:21]1[CH:22]=[C:23]([F:26])[CH:24]=[CH:25][C:20]=1[N:16]1[C:15]([C:9]2[S:8][C:7]3[C:6]4[N:28]=[C:2]([C:39]5[CH:38]=[N:37][N:36]([CH3:35])[CH:40]=5)[CH:3]=[CH:4][C:5]=4[O:14][CH2:13][CH2:12][C:11]=3[CH:10]=2)=[N:19][CH:18]=[N:17]1. The catalyst is C(#N)C.O.C1C=CC(P(C2C=CC=CC=2)[C-]2C=CC=C2)=CC=1.C1C=CC(P(C2C=CC=CC=2)[C-]2C=CC=C2)=CC=1.Cl[Pd]Cl.[Fe+2]. The yield is 0.210. (6) The reactants are [F:1][C:2]1[CH:7]=[CH:6][C:5]([S:8]([C:11]2[C:12]([CH:24]([CH3:26])[CH3:25])=[CH:13][C:14]([CH:21]([CH3:23])[CH3:22])=[C:15]([S:17](Cl)(=[O:19])=[O:18])[CH:16]=2)(=[O:10])=[O:9])=[CH:4][CH:3]=1.[O:27]1[CH2:32][CH2:31][CH:30]([CH2:33][CH2:34][NH2:35])[CH2:29][CH2:28]1. No catalyst specified. The product is [F:1][C:2]1[CH:7]=[CH:6][C:5]([S:8]([C:11]2[C:12]([CH:24]([CH3:26])[CH3:25])=[CH:13][C:14]([CH:21]([CH3:23])[CH3:22])=[C:15]([S:17]([NH:35][CH2:34][CH2:33][CH:30]3[CH2:31][CH2:32][O:27][CH2:28][CH2:29]3)(=[O:19])=[O:18])[CH:16]=2)(=[O:10])=[O:9])=[CH:4][CH:3]=1. The yield is 0.690. (7) The reactants are [Si]([O:8][C:9]1[CH:10]=[C:11]2[C:16](=[CH:17][CH:18]=1)[CH:15]=[C:14]([CH2:19][N:20]1[CH2:23][CH:22]([C:24]([O:26][CH3:27])=[O:25])[CH2:21]1)[CH:13]=[CH:12]2)(C(C)(C)C)(C)C.Cl.C([O-])(O)=O.[Na+]. The catalyst is CO. The product is [OH:8][C:9]1[CH:10]=[C:11]2[C:16](=[CH:17][CH:18]=1)[CH:15]=[C:14]([CH2:19][N:20]1[CH2:23][CH:22]([C:24]([O:26][CH3:27])=[O:25])[CH2:21]1)[CH:13]=[CH:12]2. The yield is 0.470. (8) The reactants are Cl[C:2]1[CH:7]=[CH:6][C:5]([C:8]([F:11])([F:10])[F:9])=[CH:4][N:3]=1.Cl.[OH:13][C@@H:14]1[CH2:18][CH2:17][NH:16][CH2:15]1.O[C@@H]1CCNC1.C(=O)([O-])[O-].[K+].[K+]. The catalyst is O.C(O)C. The product is [F:9][C:8]([F:11])([F:10])[C:5]1[CH:6]=[CH:7][C:2]([N:16]2[CH2:17][CH2:18][C@@H:14]([OH:13])[CH2:15]2)=[N:3][CH:4]=1. The yield is 0.805. (9) The reactants are [C:1]([N:4]1[C:11]2[CH:12]=[CH:13][CH:14]=[CH:15][C:10]=2[CH:9]=[CH:8][C:7]2[CH:16]=[N:17][C:18](Cl)=[CH:19][C:6]=2[CH2:5]1)(=[O:3])[CH3:2].[C:21]1(B(O)O)[CH:26]=[CH:25][CH:24]=[CH:23][CH:22]=1.C(N1C2C=CC=CC=2C=CC2N=C(C3C=NC(OC)=CC=3)C(F)=CC=2C1)(=O)C. No catalyst specified. The product is [C:1]([N:4]1[C:11]2[CH:12]=[CH:13][CH:14]=[CH:15][C:10]=2[CH:9]=[CH:8][C:7]2[CH:16]=[N:17][C:18]([C:21]3[CH:26]=[CH:25][CH:24]=[CH:23][CH:22]=3)=[CH:19][C:6]=2[CH2:5]1)(=[O:3])[CH3:2]. The yield is 0.700. (10) The reactants are C(NC1C=CC(C2C=C3C(CN([C@@H](C(C)C)C(OC)=O)C3=O)=CC=2)=CC=1)(=O)C1C=CC=CC=1.[NH2:34][C:35]1[CH:40]=[CH:39][C:38]([C:41]2[CH:49]=[C:48]3[C:44]([CH2:45][N:46]([C@@H:51]([CH:56]([CH3:58])[CH3:57])[C:52]([O:54][CH3:55])=[O:53])[C:47]3=[O:50])=[CH:43][CH:42]=2)=[CH:37][CH:36]=1.[F:59][C:60]1[CH:68]=[CH:67][C:63]([C:64](Cl)=[O:65])=[CH:62][C:61]=1[C:69]([F:72])([F:71])[F:70]. No catalyst specified. The product is [F:59][C:60]1[CH:68]=[CH:67][C:63]([C:64]([NH:34][C:35]2[CH:36]=[CH:37][C:38]([C:41]3[CH:49]=[C:48]4[C:44]([CH2:45][N:46]([C@@H:51]([CH:56]([CH3:58])[CH3:57])[C:52]([O:54][CH3:55])=[O:53])[C:47]4=[O:50])=[CH:43][CH:42]=3)=[CH:39][CH:40]=2)=[O:65])=[CH:62][C:61]=1[C:69]([F:70])([F:71])[F:72]. The yield is 0.740.